This data is from Forward reaction prediction with 1.9M reactions from USPTO patents (1976-2016). The task is: Predict the product of the given reaction. (1) Given the reactants [C:1]([O:5][C:6](=[O:32])[NH:7][CH2:8][CH2:9][CH2:10][CH2:11][NH:12][C:13]1[C:22]2[C:17](=[CH:18][CH:19]=[C:20]([O:23][CH2:24][C:25]3[CH:30]=[CH:29][CH:28]=[CH:27][CH:26]=3)[CH:21]=2)[N:16]=[CH:15][C:14]=1[NH2:31])([CH3:4])([CH3:3])[CH3:2].C(OC(=O)NCCCCNC1C2C(=[CH:50][C:51]([O:55][CH2:56][C:57]3C=CC=CC=3)=CC=2)N=CC=1N)(C)(C)C.C(OCC(Cl)=O)C.COCCC(Cl)=O, predict the reaction product. The product is: [C:1]([O:5][C:6](=[O:32])[NH:7][CH2:8][CH2:9][CH2:10][CH2:11][N:12]1[C:13]2[C:22]3[CH:21]=[C:20]([O:23][CH2:24][C:25]4[CH:26]=[CH:27][CH:28]=[CH:29][CH:30]=4)[CH:19]=[CH:18][C:17]=3[N:16]=[CH:15][C:14]=2[N:31]=[C:50]1[CH2:51][O:55][CH2:56][CH3:57])([CH3:4])([CH3:2])[CH3:3]. (2) Given the reactants [N+:1]([C:4]1[C:5](C#N)=[N:6][CH:7]=[C:8]([C:10]([F:13])([F:12])[F:11])[CH:9]=1)([O-])=O.C[CH2:17][O:18][C:19]([CH3:21])=[O:20], predict the reaction product. The product is: [CH3:5][CH2:4][CH2:9][CH:8]([CH3:10])[CH3:7].[CH3:17][O:18][C:19]([C:21]1[C:4]([NH2:1])=[CH:9][C:8]([C:10]([F:13])([F:12])[F:11])=[CH:7][N:6]=1)=[O:20].